Dataset: Catalyst prediction with 721,799 reactions and 888 catalyst types from USPTO. Task: Predict which catalyst facilitates the given reaction. (1) Reactant: Cl[CH2:2][C:3]([CH3:31])([CH3:30])[C:4]([N:6]([C@H:16]1[CH2:21][CH2:20][C@H:19]([NH:22][C:23](=[O:29])[O:24][C:25]([CH3:28])([CH3:27])[CH3:26])[CH2:18][CH2:17]1)[CH2:7][C:8]1[CH:13]=[CH:12][C:11]([O:14][CH3:15])=[CH:10][CH:9]=1)=[O:5].[C:32]([O-:35])([O-])=[O:33].[K+].[K+].[NH:38]1[CH2:43][CH2:42][O:41][CH2:40][CH2:39]1. Product: [N:38]1([C:32]([O:35][CH2:2][C:3]([CH3:31])([CH3:30])[C:4]([N:6]([C@H:16]2[CH2:21][CH2:20][C@H:19]([NH:22][C:23]([O:24][C:25]([CH3:28])([CH3:27])[CH3:26])=[O:29])[CH2:18][CH2:17]2)[CH2:7][C:8]2[CH:13]=[CH:12][C:11]([O:14][CH3:15])=[CH:10][CH:9]=2)=[O:5])=[O:33])[CH2:43][CH2:42][O:41][CH2:40][CH2:39]1. The catalyst class is: 3. (2) Reactant: C(OC([N:8]1[CH2:13][CH2:12][CH:11]([O:14][C:15]2[N:16]=[N:17][C:18]([CH2:39][CH2:40][CH2:41][CH3:42])=[C:19]([C:21]3[CH:26]=[CH:25][C:24]([O:27][CH:28]4[CH2:33][CH2:32][CH2:31][CH2:30][CH2:29]4)=[C:23]([C:34]4[O:35][CH:36]=[CH:37][N:38]=4)[CH:22]=3)[CH:20]=2)[CH2:10][CH2:9]1)=O)(C)(C)C.C(Cl)[Cl:44]. Product: [ClH:44].[ClH:44].[CH2:39]([C:18]1[N:17]=[N:16][C:15]([O:14][CH:11]2[CH2:12][CH2:13][NH:8][CH2:9][CH2:10]2)=[CH:20][C:19]=1[C:21]1[CH:26]=[CH:25][C:24]([O:27][CH:28]2[CH2:29][CH2:30][CH2:31][CH2:32][CH2:33]2)=[C:23]([C:34]2[O:35][CH:36]=[CH:37][N:38]=2)[CH:22]=1)[CH2:40][CH2:41][CH3:42]. The catalyst class is: 89. (3) Reactant: Cl.[C:2]1([CH2:8][N:9]2[CH2:16][CH2:15][CH2:14][C@H:10]2[C:11]([OH:13])=O)[CH:7]=[CH:6][CH:5]=[CH:4][CH:3]=1.[CH:17]1[CH:18]=CC2N(O)N=[N:23][C:21]=2[CH:22]=1.[CH3:27]N1CCOCC1.N1CCCCC1.CCN=C=NCCCN(C)C. Product: [C:2]1([CH2:8][N:9]2[CH2:16][CH2:15][CH2:14][CH2:27][C@H:10]2[C:11]([N:23]2[CH2:18][CH2:17][CH2:22][CH2:21]2)=[O:13])[CH:3]=[CH:4][CH:5]=[CH:6][CH:7]=1. The catalyst class is: 2. (4) Reactant: Cl.[NH2:2][CH2:3][CH2:4][C:5]1[CH:6]=[C:7]([OH:12])[C:8]([OH:11])=[CH:9][CH:10]=1.O=C1CCC(=O)N1[C@@H:20]([CH:24]1[N:30]=[C:29]([C:31]2[CH:36]=[CH:35][C:34]([Cl:37])=[CH:33][CH:32]=2)[C:28]2[CH:38]=[C:39]([O:42][CH3:43])[CH:40]=[CH:41][C:27]=2[N:26]2[C:44]([CH3:47])=[N:45][N:46]=[C:25]12)[C:21]([O-])=[O:22]. Product: [Cl:37][C:34]1[CH:35]=[CH:36][C:31]([C:29]2[C:28]3[CH:38]=[C:39]([O:42][CH3:43])[CH:40]=[CH:41][C:27]=3[N:26]3[C:44]([CH3:47])=[N:45][N:46]=[C:25]3[C@H:24]([CH2:20][C:21]([NH:2][CH2:3][CH2:4][C:5]3[CH:10]=[CH:9][C:8]([OH:11])=[C:7]([OH:12])[CH:6]=3)=[O:22])[N:30]=2)=[CH:32][CH:33]=1. The catalyst class is: 1. (5) Reactant: C(N(CC)CC)C.[F:8][CH2:9][C@H:10]1[CH2:14][N:13]([C@@H:15]([C:17]2[CH:22]=[CH:21][CH:20]=[CH:19][CH:18]=2)[CH3:16])[C:12](=[O:23])[C@@H:11]1O.CS(Cl)(=O)=O.[N-:30]=[N+:31]=[N-:32].[Na+]. Product: [N:30]([C@H:11]1[C@@H:10]([CH2:9][F:8])[CH2:14][N:13]([C@@H:15]([C:17]2[CH:22]=[CH:21][CH:20]=[CH:19][CH:18]=2)[CH3:16])[C:12]1=[O:23])=[N+:31]=[N-:32]. The catalyst class is: 232. (6) Reactant: CCN(C(C)C)C(C)C.[O:10]=[S:11]1(=[O:21])[CH:15]=[CH:14][C:13]2[CH:16]=[CH:17][C:18]([NH2:20])=[CH:19][C:12]1=2.[C:22](Cl)([CH3:24])=[O:23]. Product: [O:10]=[S:11]1(=[O:21])[CH:15]=[CH:14][C:13]2[CH:16]=[CH:17][C:18]([NH:20][C:22](=[O:23])[CH3:24])=[CH:19][C:12]1=2. The catalyst class is: 2.